Predict the product of the given reaction. From a dataset of Forward reaction prediction with 1.9M reactions from USPTO patents (1976-2016). (1) Given the reactants Cl[C:2]([F:8])([F:7])C(OC)=O.[O:9]=[CH:10][C:11]1[CH:19]=[CH:18][C:16]([OH:17])=[C:13]([O:14][CH3:15])[CH:12]=1.C(=O)([O-])[O-].[K+].[K+], predict the reaction product. The product is: [F:7][CH:2]([F:8])[O:17][C:16]1[CH:18]=[CH:19][C:11]([CH:10]=[O:9])=[CH:12][C:13]=1[O:14][CH3:15]. (2) Given the reactants [BH4-].[Na+].[Br:3][C:4]1[CH:5]=[C:6]([O:14][CH3:15])[C:7]([C:10](OC)=[O:11])=[N:8][CH:9]=1, predict the reaction product. The product is: [Br:3][C:4]1[CH:5]=[C:6]([O:14][CH3:15])[C:7]([CH2:10][OH:11])=[N:8][CH:9]=1. (3) Given the reactants [C:1]([O:4][CH2:5][C:6]([CH3:36])([CH3:35])[CH2:7][N:8]1[C:14]2[CH:15]=[CH:16][C:17]([Cl:19])=[CH:18][C:13]=2[C@@H:12]([C:20]2[CH:25]=[CH:24][CH:23]=[C:22]([O:26][CH3:27])[C:21]=2[O:28][CH3:29])[O:11][C@H:10]([CH2:30][C:31](O)=[O:32])[C:9]1=[O:34])(=[O:3])[CH3:2].C(N(CC)CC)C.ClC(OCC(C)C)=O.Cl.[NH2:53][C:54]1[S:55][C:56]([CH2:59][C:60]([O:62][CH2:63][CH3:64])=[O:61])=[CH:57][N:58]=1.N1C=CC=CC=1, predict the reaction product. The product is: [C:1]([O:4][CH2:5][C:6]([CH3:35])([CH3:36])[CH2:7][N:8]1[C:14]2[CH:15]=[CH:16][C:17]([Cl:19])=[CH:18][C:13]=2[C@@H:12]([C:20]2[CH:25]=[CH:24][CH:23]=[C:22]([O:26][CH3:27])[C:21]=2[O:28][CH3:29])[O:11][C@H:10]([CH2:30][C:31]([NH:53][C:54]2[S:55][C:56]([CH2:59][C:60]([O:62][CH2:63][CH3:64])=[O:61])=[CH:57][N:58]=2)=[O:32])[C:9]1=[O:34])(=[O:3])[CH3:2]. (4) Given the reactants [C:1]1([C:7]#[CH:8])[CH:6]=[CH:5][CH:4]=[CH:3][CH:2]=1.Br[C:10](Br)=[CH:11][C:12]1[CH:21]=[CH:20][C:15]([C:16]([O:18][CH3:19])=[O:17])=[CH:14][CH:13]=1, predict the reaction product. The product is: [CH3:19][O:18][C:16](=[O:17])[C:15]1[CH:20]=[CH:21][C:12]([C:11]#[C:10][C:8]#[C:7][C:1]2[CH:6]=[CH:5][CH:4]=[CH:3][CH:2]=2)=[CH:13][CH:14]=1. (5) Given the reactants [CH3:1][C:2]1[CH:7]=[C:6]([CH3:8])[CH:5]=[CH:4][C:3]=1[C:9]1[C:10](=[O:18])[N:11]([CH3:17])[C:12](SC)=[N:13][CH:14]=1.[CH2:19]([NH2:22])[CH2:20][CH3:21], predict the reaction product. The product is: [CH3:1][C:2]1[CH:7]=[C:6]([CH3:8])[CH:5]=[CH:4][C:3]=1[C:9]1[C:10](=[O:18])[N:11]([CH3:17])[C:12]([NH:22][CH2:19][CH2:20][CH3:21])=[N:13][CH:14]=1. (6) Given the reactants Br[C:2]1[CH:7]=[CH:6][CH:5]=[CH:4][C:3]=1[O:8][CH3:9].[CH3:10][C:11]1[CH:16]=[CH:15][CH:14]=[CH:13][C:12]=1B(O)O.[F-].[K+], predict the reaction product. The product is: [CH3:9][O:8][C:3]1[CH:4]=[CH:5][CH:6]=[CH:7][C:2]=1[C:12]1[CH:13]=[CH:14][CH:15]=[CH:16][C:11]=1[CH3:10]. (7) Given the reactants Cl[C:2]1[C:21]([C:22]2[N:26](C3CCCCO3)[N:25]=[CH:24][CH:23]=2)=[CH:20][C:5]([C:6]([NH:8][C:9]2[CH:14]=[CH:13][C:12]([O:15][C:16]([Cl:19])([F:18])[F:17])=[CH:11][CH:10]=2)=[O:7])=[CH:4][N:3]=1.[F:33][C:34]1([CH2:39][NH2:40])[CH2:38][CH2:37][NH:36][CH2:35]1, predict the reaction product. The product is: [NH2:40][CH2:39][C:34]1([F:33])[CH2:38][CH2:37][N:36]([C:2]2[C:21]([C:22]3[NH:26][N:25]=[CH:24][CH:23]=3)=[CH:20][C:5]([C:6]([NH:8][C:9]3[CH:14]=[CH:13][C:12]([O:15][C:16]([Cl:19])([F:18])[F:17])=[CH:11][CH:10]=3)=[O:7])=[CH:4][N:3]=2)[CH2:35]1.